This data is from Full USPTO retrosynthesis dataset with 1.9M reactions from patents (1976-2016). The task is: Predict the reactants needed to synthesize the given product. (1) Given the product [C:13]([N:1]1[CH2:7][CH2:6][CH2:5][C:4](=[O:8])[C:3]2[CH:9]=[CH:10][CH:11]=[CH:12][C:2]1=2)(=[O:20])[C:14]1[CH:19]=[CH:18][CH:17]=[CH:16][CH:15]=1, predict the reactants needed to synthesize it. The reactants are: [NH:1]1[CH2:7][CH2:6][CH2:5][C:4](=[O:8])[C:3]2[CH:9]=[CH:10][CH:11]=[CH:12][C:2]1=2.[C:13](Cl)(=[O:20])[C:14]1[CH:19]=[CH:18][CH:17]=[CH:16][CH:15]=1. (2) Given the product [C:30]([CH2:29][O:27][C:5]1[CH:4]=[C:3]([C:1]#[N:2])[CH:26]=[CH:25][C:6]=1[CH2:7][NH:8][C:9](=[O:24])[CH:10]([C:14]1[C:15]([F:23])=[CH:16][C:17]([O:21][CH3:22])=[CH:18][C:19]=1[F:20])[O:11][CH2:12][CH3:13])(=[O:31])[NH2:32], predict the reactants needed to synthesize it. The reactants are: [C:1]([C:3]1[CH:26]=[CH:25][C:6]([CH2:7][NH:8][C:9](=[O:24])[CH:10]([C:14]2[C:19]([F:20])=[CH:18][C:17]([O:21][CH3:22])=[CH:16][C:15]=2[F:23])[O:11][CH2:12][CH3:13])=[C:5]([OH:27])[CH:4]=1)#[N:2].I[CH2:29][C:30]([NH2:32])=[O:31].C(=O)([O-])[O-].[Cs+].[Cs+]. (3) Given the product [CH3:12][O:13][C:14]1[CH:15]=[C:16]([N:22]2[CH2:23][CH2:24][N:25]([C:28]([C:30]3[N:31]=[C:32]([S:41]([CH3:42])=[O:9])[NH:33][C:34]=3[C:35]3[CH:36]=[CH:37][CH:38]=[CH:39][CH:40]=3)=[O:29])[CH2:26][CH2:27]2)[CH:17]=[C:18]([O:20][CH3:21])[CH:19]=1, predict the reactants needed to synthesize it. The reactants are: ClC1C=CC=C(C(OO)=[O:9])C=1.[CH3:12][O:13][C:14]1[CH:15]=[C:16]([N:22]2[CH2:27][CH2:26][N:25]([C:28]([C:30]3[N:31]=[C:32]([S:41][CH3:42])[NH:33][C:34]=3[C:35]3[CH:40]=[CH:39][CH:38]=[CH:37][CH:36]=3)=[O:29])[CH2:24][CH2:23]2)[CH:17]=[C:18]([O:20][CH3:21])[CH:19]=1. (4) Given the product [ClH:11].[CH2:2]([CH:1]1[N:22]([C:19]2[CH:20]=[CH:21][C:16]([O:15][C:14]([F:13])([F:29])[F:30])=[CH:17][CH:18]=2)[C:23]([NH2:24])=[N:25][C:26]([NH2:28])=[N:27]1)[CH2:3][CH2:4][CH2:5][CH2:6][CH2:7][CH2:8][CH3:9], predict the reactants needed to synthesize it. The reactants are: [CH:1](=O)[CH2:2][CH2:3][CH2:4][CH2:5][CH2:6][CH2:7][CH2:8][CH3:9].[ClH:11].Cl.[F:13][C:14]([F:30])([F:29])[O:15][C:16]1[CH:21]=[CH:20][C:19]([NH:22][C:23]([NH:25][C:26]([NH2:28])=[NH:27])=[NH:24])=[CH:18][CH:17]=1. (5) Given the product [CH2:1]([O:8][C:9]([NH:11][CH:12]([CH:17]1[CH2:20][O:19][CH2:18]1)[C:13]([O:15][CH3:16])=[O:14])=[O:10])[C:2]1[CH:3]=[CH:4][CH:5]=[CH:6][CH:7]=1, predict the reactants needed to synthesize it. The reactants are: [CH2:1]([O:8][C:9]([NH:11][C:12](=[C:17]1[CH2:20][O:19][CH2:18]1)[C:13]([O:15][CH3:16])=[O:14])=[O:10])[C:2]1[CH:7]=[CH:6][CH:5]=[CH:4][CH:3]=1.C(ON1C(=O)CCC1=O)(OCC1C=CC=CC=1)=O.C(N(CC)CC)C. (6) Given the product [C:13]([C:11]1[CH:10]=[C:9]([C:17]2[CH:25]=[CH:24][CH:23]=[C:22]3[C:18]=2[CH2:19][CH:20]([CH3:27])[CH:21]3[OH:26])[CH:8]=[C:7]([C:3]([CH3:6])([CH3:5])[CH3:4])[CH:12]=1)([CH3:14])([CH3:15])[CH3:16], predict the reactants needed to synthesize it. The reactants are: [BH4-].[Na+].[C:3]([C:7]1[CH:8]=[C:9]([C:17]2[CH:25]=[CH:24][CH:23]=[C:22]3[C:18]=2[CH2:19][CH:20]([CH3:27])[C:21]3=[O:26])[CH:10]=[C:11]([C:13]([CH3:16])([CH3:15])[CH3:14])[CH:12]=1)([CH3:6])([CH3:5])[CH3:4].C1COCC1. (7) Given the product [S:1]1[C:5]([C:6]2[C:7]([NH:26][C:47](=[O:48])[CH2:46][C:43]3[CH:42]=[CH:41][C:40]([O:39][Si:32]([C:35]([CH3:37])([CH3:36])[CH3:38])([CH3:33])[CH3:34])=[CH:45][CH:44]=3)=[N:8][CH:9]=[C:10]([C:12]3[CH:17]=[CH:16][C:15]([O:18][Si:19]([C:22]([CH3:25])([CH3:24])[CH3:23])([CH3:21])[CH3:20])=[CH:14][CH:13]=3)[N:11]=2)=[CH:4][CH:3]=[C:2]1[C:27]1[S:28][CH:29]=[CH:30][CH:31]=1, predict the reactants needed to synthesize it. The reactants are: [S:1]1[C:5]([C:6]2[C:7]([NH2:26])=[N:8][CH:9]=[C:10]([C:12]3[CH:17]=[CH:16][C:15]([O:18][Si:19]([C:22]([CH3:25])([CH3:24])[CH3:23])([CH3:21])[CH3:20])=[CH:14][CH:13]=3)[N:11]=2)=[CH:4][CH:3]=[C:2]1[C:27]1[S:28][CH:29]=[CH:30][CH:31]=1.[Si:32]([O:39][C:40]1[CH:45]=[CH:44][C:43]([CH2:46][C:47](Cl)=[O:48])=[CH:42][CH:41]=1)([C:35]([CH3:38])([CH3:37])[CH3:36])([CH3:34])[CH3:33].O. (8) Given the product [Br:1][C:2]1[CH:19]=[CH:18][C:5]([O:6][CH2:7][C:8]2[CH:17]=[CH:16][C:11]([C:12]([O:14][CH3:15])=[O:13])=[CH:10][CH:9]=2)=[C:4]([CH:20]([OH:36])[CH2:21][N:22]2[CH2:27][CH2:26][CH:25]([NH:28][C:29]([O:31][CH2:44][C:45]3[CH:50]=[CH:49][CH:48]=[CH:47][CH:46]=3)=[O:30])[CH2:24][CH2:23]2)[CH:3]=1, predict the reactants needed to synthesize it. The reactants are: [Br:1][C:2]1[CH:19]=[CH:18][C:5]([O:6][CH2:7][C:8]2[CH:17]=[CH:16][C:11]([C:12]([O:14][CH3:15])=[O:13])=[CH:10][CH:9]=2)=[C:4]([CH:20]([OH:36])[CH2:21][N:22]2[CH2:27][CH2:26][CH:25]([NH:28][C:29]([O:31]C(C)(C)C)=[O:30])[CH2:24][CH2:23]2)[CH:3]=1.C(O)(C(F)(F)F)=O.[CH2:44](OC(Cl)=O)[C:45]1[CH:50]=[CH:49][CH:48]=[CH:47][CH:46]=1.CCN(CC)CC. (9) Given the product [C:1]([NH:5][C:6]1[C:15]2[CH:14]=[CH:13][CH:12]=[C:11]([C:16]([OH:18])=[O:17])[C:10]=2[CH:9]=[CH:8][N:7]=1)([CH3:4])([CH3:2])[CH3:3], predict the reactants needed to synthesize it. The reactants are: [C:1]([NH:5][C:6]1[C:15]2[CH:14]=[CH:13][CH:12]=[C:11]([C:16]([O:18]C)=[O:17])[C:10]=2[CH:9]=[CH:8][N:7]=1)([CH3:4])([CH3:3])[CH3:2].O1CCCC1.[Li+].[OH-].Cl. (10) Given the product [CH3:1][O:2][C:3](=[O:24])/[CH:4]=[CH:37]/[C:36]1[CH:39]=[CH:40][C:33]([O:32][CH2:25][C:26]2[CH:31]=[CH:30][CH:29]=[CH:28][CH:27]=2)=[CH:34][C:35]=1[F:41], predict the reactants needed to synthesize it. The reactants are: [CH3:1][O:2][C:3](=[O:24])[CH:4]=P(C1C=CC=CC=1)(C1C=CC=CC=1)C1C=CC=CC=1.[CH2:25]([O:32][C:33]1[CH:40]=[CH:39][C:36]([CH:37]=O)=[C:35]([F:41])[CH:34]=1)[C:26]1[CH:31]=[CH:30][CH:29]=[CH:28][CH:27]=1.